This data is from Forward reaction prediction with 1.9M reactions from USPTO patents (1976-2016). The task is: Predict the product of the given reaction. (1) The product is: [N:20]1([CH2:19][CH2:18][O:17][C:13]2[CH:12]=[C:11]([C:8]3[N:6]4[CH:7]=[C:2]([S:45][C:42]5[CH:41]=[CH:40][C:39]([N+:36]([O-:38])=[O:37])=[CH:44][N:43]=5)[CH:3]=[CH:4][C:5]4=[N:10][N:9]=3)[CH:16]=[CH:15][CH:14]=2)[CH2:25][CH2:24][O:23][CH2:22][CH2:21]1. Given the reactants I[C:2]1[CH:3]=[CH:4][C:5]2[N:6]([C:8]([C:11]3[CH:16]=[CH:15][CH:14]=[C:13]([O:17][CH2:18][CH2:19][N:20]4[CH2:25][CH2:24][O:23][CH2:22][CH2:21]4)[CH:12]=3)=[N:9][N:10]=2)[CH:7]=1.C([Mg]Cl)(C)C.CCOCC.[N+:36]([C:39]1[CH:40]=[CH:41][C:42]([S:45][S:45][C:42]2[CH:41]=[CH:40][C:39]([N+:36]([O-:38])=[O:37])=[CH:44][N:43]=2)=[N:43][CH:44]=1)([O-:38])=[O:37], predict the reaction product. (2) Given the reactants [F:1][C:2]1[CH:7]=[C:6]([CH3:8])[CH:5]=[CH:4][C:3]=1[NH:9][C:10]1[CH:18]=[C:17]2[C:13]([C:14]([CH2:28][N:29](C)[C:30](=O)OC(C)(C)C)=[CH:15][N:16]2[S:19]([C:22]2[CH:23]=[N:24][CH:25]=[CH:26][CH:27]=2)(=[O:21])=[O:20])=[CH:12][CH:11]=1.[ClH:38].CO, predict the reaction product. The product is: [ClH:38].[F:1][C:2]1[CH:7]=[C:6]([CH3:8])[CH:5]=[CH:4][C:3]=1[NH:9][C:10]1[CH:18]=[C:17]2[C:13]([C:14]([CH2:28][NH:29][CH3:30])=[CH:15][N:16]2[S:19]([C:22]2[CH:23]=[N:24][CH:25]=[CH:26][CH:27]=2)(=[O:21])=[O:20])=[CH:12][CH:11]=1. (3) Given the reactants O.NN.[CH2:4]([N:11]1[CH2:15][CH2:14][C:13]([CH2:19][N:20]2C(=O)C3C(=CC=CC=3)C2=O)([CH2:16][O:17][CH3:18])[CH2:12]1)[C:5]1[CH:10]=[CH:9][CH:8]=[CH:7][CH:6]=1.Cl, predict the reaction product. The product is: [CH2:4]([N:11]1[CH2:15][CH2:14][C:13]([CH2:19][NH2:20])([CH2:16][O:17][CH3:18])[CH2:12]1)[C:5]1[CH:6]=[CH:7][CH:8]=[CH:9][CH:10]=1. (4) Given the reactants [C:1]([C:4]1[CH:9]=[N:8][N:7]2[CH:10]=[C:11]([C:13]3[CH:14]=[N:15][C:16]([CH2:19][NH:20][C:21](=[O:25])[CH2:22][O:23][CH3:24])=[CH:17][CH:18]=3)[CH:12]=[C:6]2[C:5]=1[NH:26][C@H:27]1[C@@H:31]([CH2:32][CH3:33])[CH2:30][N:29](C(OCC2C=CC=CC=2)=O)[CH2:28]1)(=[O:3])[NH2:2].[Si]([I:48])(C)(C)C, predict the reaction product. The product is: [IH:48].[IH:48].[CH2:32]([C@H:31]1[CH2:30][NH:29][CH2:28][C@H:27]1[NH:26][C:5]1[C:6]2[N:7]([CH:10]=[C:11]([C:13]3[CH:14]=[N:15][C:16]([CH2:19][NH:20][C:21](=[O:25])[CH2:22][O:23][CH3:24])=[CH:17][CH:18]=3)[CH:12]=2)[N:8]=[CH:9][C:4]=1[C:1]([NH2:2])=[O:3])[CH3:33].